Predict the reactants needed to synthesize the given product. From a dataset of Full USPTO retrosynthesis dataset with 1.9M reactions from patents (1976-2016). (1) Given the product [Br-:18].[CH2:1]([N:8]1[CH2:12][CH2:11][CH:10]([N:13]2[CH2:17][CH2:16][C@@H:15]([P+:26]([C:27]3[CH:28]=[CH:29][CH:30]=[CH:31][CH:32]=3)([C:33]3[CH:38]=[CH:37][CH:36]=[CH:35][CH:34]=3)[C:23]3[CH:22]=[CH:21][CH:20]=[CH:25][CH:24]=3)[C:14]2=[O:19])[CH2:9]1)[C:2]1[CH:7]=[CH:6][CH:5]=[CH:4][CH:3]=1, predict the reactants needed to synthesize it. The reactants are: [CH2:1]([N:8]1[CH2:12][CH2:11][CH:10]([N:13]2[CH2:17][CH2:16][C@@H:15]([Br:18])[C:14]2=[O:19])[CH2:9]1)[C:2]1[CH:7]=[CH:6][CH:5]=[CH:4][CH:3]=1.[CH:20]1[CH:25]=[CH:24][C:23]([P:26]([C:33]2[CH:38]=[CH:37][CH:36]=[CH:35][CH:34]=2)[C:27]2[CH:32]=[CH:31][CH:30]=[CH:29][CH:28]=2)=[CH:22][CH:21]=1. (2) Given the product [N+:1]([C:4]1[CH:5]=[C:6]([CH:10]=[C:11]([C:13]([F:16])([F:15])[F:14])[CH:12]=1)[C:7]([Cl:19])=[O:8])([O-:3])=[O:2], predict the reactants needed to synthesize it. The reactants are: [N+:1]([C:4]1[CH:5]=[C:6]([CH:10]=[C:11]([C:13]([F:16])([F:15])[F:14])[CH:12]=1)[C:7](O)=[O:8])([O-:3])=[O:2].S(Cl)([Cl:19])=O. (3) Given the product [C:56]([O:60][C:61]([N:63]1[CH2:67][CH2:66][CH2:65][CH:64]1[C:68]1[NH:69][C:70]([C:73]2[CH:82]=[CH:81][C:80]3[C:75](=[CH:76][CH:77]=[C:78]([C:107]4[CH:108]=[C:109]5[C:104](=[CH:105][CH:106]=4)[C:102]4[NH:103][C:99]([CH:95]6[CH2:96][CH2:97][CH2:98][N:94]6[C:92](=[O:93])[CH:88]([NH:87][C:86]([O:85][CH3:84])=[O:121])[CH:89]([CH3:91])[CH3:90])=[N:100][C:101]=4[CH2:111][CH2:110]5)[CH:79]=3)[CH:74]=2)=[CH:71][N:72]=1)=[O:62])([CH3:59])([CH3:58])[CH3:57], predict the reactants needed to synthesize it. The reactants are: C(OC(N1CC(=C)CC1C1NC(C2C=CC(C3C=CC4C(=CC=C(C5NC(C6CCCN6C(=O)C(NC(OC)=O)C(C)C)=NC=5)C=4)C=3)=CC=2)=CN=1)=O)(C)(C)C.[C:56]([O:60][C:61]([N:63]1[CH2:67][CH2:66][CH2:65][CH:64]1[C:68]1[NH:69][C:70]([C:73]2[CH:82]=[CH:81][C:80]3[C:75](=[CH:76][CH:77]=[C:78](Br)[CH:79]=3)[CH:74]=2)=[CH:71][N:72]=1)=[O:62])([CH3:59])([CH3:58])[CH3:57].[CH3:84][O:85][C:86](=[O:121])[NH:87][CH:88]([C:92]([N:94]1[CH2:98][CH2:97][CH2:96][CH:95]1[C:99]1[NH:103][C:102]2[C:104]3[C:109]([CH2:110][CH2:111][C:101]=2[N:100]=1)=[CH:108][C:107](B1OC(C)(C)C(C)(C)O1)=[CH:106][CH:105]=3)=[O:93])[CH:89]([CH3:91])[CH3:90]. (4) Given the product [CH:2]([C:3]1[CH:8]=[CH:7][CH:6]=[CH:5][C:4]=1[CH2:9][CH2:10][CH2:11][NH:12][C:13](=[O:19])[O:14][C:15]([CH3:17])([CH3:16])[CH3:18])=[O:1], predict the reactants needed to synthesize it. The reactants are: [OH:1][CH2:2][C:3]1[CH:8]=[CH:7][CH:6]=[CH:5][C:4]=1[CH2:9][CH2:10][CH2:11][NH:12][C:13](=[O:19])[O:14][C:15]([CH3:18])([CH3:17])[CH3:16].CC(OI1(OC(C)=O)(OC(C)=O)OC(=O)C2C=CC=CC1=2)=O.CCOCC. (5) Given the product [Br:24][C:21]1[CH:22]=[CH:23][C:18]([CH2:17][NH:16][C:9](=[O:10])[O:11][C:12]([CH3:13])([CH3:14])[CH3:15])=[C:19]([F:35])[C:20]=1[O:25][C:26]1[CH:27]=[C:28]([C:29]#[N:30])[CH:31]=[C:32]([Cl:34])[CH:33]=1, predict the reactants needed to synthesize it. The reactants are: O([C:9]([O:11][C:12]([CH3:15])([CH3:14])[CH3:13])=[O:10])[C:9]([O:11][C:12]([CH3:15])([CH3:14])[CH3:13])=[O:10].[NH2:16][CH2:17][C:18]1[C:19]([F:35])=[C:20]([O:25][C:26]2[CH:27]=[C:28]([CH:31]=[C:32]([Cl:34])[CH:33]=2)[C:29]#[N:30])[C:21]([Br:24])=[CH:22][CH:23]=1.C([O-])(O)=O.[Na+].C(Cl)Cl. (6) Given the product [CH:21]1([CH2:25][NH:26][C:2]2[CH:7]=[CH:6][C:5]([NH:8][S:9]([C:12]3[CH:17]=[CH:16][CH:15]=[CH:14][CH:13]=3)(=[O:11])=[O:10])=[CH:4][C:3]=2[N+:18]([O-:20])=[O:19])[CH2:24][CH2:23][CH2:22]1, predict the reactants needed to synthesize it. The reactants are: F[C:2]1[CH:7]=[CH:6][C:5]([NH:8][S:9]([C:12]2[CH:17]=[CH:16][CH:15]=[CH:14][CH:13]=2)(=[O:11])=[O:10])=[CH:4][C:3]=1[N+:18]([O-:20])=[O:19].[CH:21]1([CH2:25][NH2:26])[CH2:24][CH2:23][CH2:22]1.CCO.